Predict the reactants needed to synthesize the given product. From a dataset of Full USPTO retrosynthesis dataset with 1.9M reactions from patents (1976-2016). (1) Given the product [CH3:1][C:2]1[C:3]([CH2:4][N:5]2[CH2:6][CH2:7][N:8]([CH3:11])[CH2:9][CH2:10]2)=[CH:12][CH:13]=[CH:14][C:15]=1[NH2:16], predict the reactants needed to synthesize it. The reactants are: [CH3:1][C:2]1[C:15]([N+:16]([O-])=O)=[CH:14][CH:13]=[CH:12][C:3]=1[CH2:4][N:5]1[CH2:10][CH2:9][N:8]([CH3:11])[CH2:7][CH2:6]1.CCO. (2) Given the product [CH3:12][S:13]([N:1]1[C:10]2[C:5](=[CH:6][CH:7]=[CH:8][CH:9]=2)[C:4](=[O:11])[CH2:3][CH2:2]1)(=[O:15])=[O:14], predict the reactants needed to synthesize it. The reactants are: [NH:1]1[C:10]2[C:5](=[CH:6][CH:7]=[CH:8][CH:9]=2)[C:4](=[O:11])[CH2:3][CH2:2]1.[CH3:12][S:13](Cl)(=[O:15])=[O:14]. (3) Given the product [CH2:1]([N:5]1[C:13]2[N:12]=[C:11]([Cl:26])[N:10]([CH2:14][CH:15]=[CH2:16])[C:9]=2[C:8](=[O:17])[NH:7][C:6]1=[O:18])[CH2:2][CH2:3][CH3:4], predict the reactants needed to synthesize it. The reactants are: [CH2:1]([N:5]1[C:13]2[N:12]=[CH:11][N:10]([CH2:14][CH:15]=[CH2:16])[C:9]=2[C:8](=[O:17])[NH:7][C:6]1=[O:18])[CH2:2][CH2:3][CH3:4].C1C(=O)N([Cl:26])C(=O)C1.